From a dataset of Peptide-MHC class I binding affinity with 185,985 pairs from IEDB/IMGT. Regression. Given a peptide amino acid sequence and an MHC pseudo amino acid sequence, predict their binding affinity value. This is MHC class I binding data. The peptide sequence is KSWPGVQSF. The MHC is HLA-A26:01 with pseudo-sequence HLA-A26:01. The binding affinity (normalized) is 0.0847.